From a dataset of Full USPTO retrosynthesis dataset with 1.9M reactions from patents (1976-2016). Predict the reactants needed to synthesize the given product. (1) Given the product [CH3:1][C:2]1[CH:17]=[N:16][C:5]2[N:6]([CH2:29][CH2:28][C:25]3[CH:24]=[N:23][C:22]([C:21]([F:31])([F:20])[F:30])=[CH:27][CH:26]=3)[C:7]3[CH2:15][CH:14]4[N:10]([CH2:11][CH2:12][CH2:13]4)[CH2:9][C:8]=3[C:4]=2[CH:3]=1, predict the reactants needed to synthesize it. The reactants are: [CH3:1][C:2]1[CH:17]=[N:16][C:5]2[NH:6][C:7]3[CH2:15][CH:14]4[N:10]([CH2:11][CH2:12][CH2:13]4)[CH2:9][C:8]=3[C:4]=2[CH:3]=1.[OH-].[K+].[F:20][C:21]([F:31])([F:30])[C:22]1[CH:27]=[CH:26][C:25]([CH:28]=[CH2:29])=[CH:24][N:23]=1. (2) Given the product [CH:79]1([C:51]2[C:50]3[C:54](=[CH:55][C:47]([C:45]([OH:44])=[O:46])=[CH:48][CH:49]=3)[N:53]([CH2:56][C:57]([N:59]3[CH2:64][CH2:63][O:62][CH2:61][CH2:60]3)=[O:58])[C:52]=2[C:65]2[CH:70]=[CH:69][C:68]([C:91]3[CH:90]=[CH:89][CH:88]=[C:87]([O:86][CH3:85])[CH:92]=3)=[CH:67][CH:66]=2)[CH2:80][CH2:81][CH2:82][CH2:83][CH2:84]1, predict the reactants needed to synthesize it. The reactants are: C1(C2C3C(=CC(C(O)=O)=CC=3)N(CC(N3CCOCC3)=O)C=2C2C=CC(C3C=CC(N(C)C)=CC=3)=CC=2)CCCCC1.C[O:44][C:45]([C:47]1[CH:55]=[C:54]2[C:50]([C:51]([CH:79]3[CH2:84][CH2:83][CH2:82][CH2:81][CH2:80]3)=[C:52]([C:65]3[CH:70]=[CH:69][C:68](OS(C(F)(F)F)(=O)=O)=[CH:67][CH:66]=3)[N:53]2[CH2:56][C:57]([N:59]2[CH2:64][CH2:63][O:62][CH2:61][CH2:60]2)=[O:58])=[CH:49][CH:48]=1)=[O:46].[CH3:85][O:86][C:87]1[CH:88]=[C:89](B(O)O)[CH:90]=[CH:91][CH:92]=1. (3) Given the product [CH2:2]([O:9][C:10]([C@@H:12]1[CH2:17][CH2:16][CH2:15][CH2:14][N:13]1[S:33]([C:29]1[CH:30]=[CH:31][CH:32]=[C:27]([C:26]([F:25])([F:37])[F:38])[CH:28]=1)(=[O:35])=[O:34])=[O:11])[C:3]1[CH:4]=[CH:5][CH:6]=[CH:7][CH:8]=1, predict the reactants needed to synthesize it. The reactants are: Cl.[CH2:2]([O:9][C:10]([C@@H:12]1[CH2:17][CH2:16][CH2:15][CH2:14][NH:13]1)=[O:11])[C:3]1[CH:8]=[CH:7][CH:6]=[CH:5][CH:4]=1.C(N(CC)CC)C.[F:25][C:26]([F:38])([F:37])[C:27]1[CH:28]=[C:29]([S:33](Cl)(=[O:35])=[O:34])[CH:30]=[CH:31][CH:32]=1. (4) Given the product [C:1]([NH:16][CH2:17][CH2:18][C:19]([OH:21])=[O:20])(=[O:5])[C:2]([CH3:4])=[CH2:3], predict the reactants needed to synthesize it. The reactants are: [C:1](N[C@H](C(O)=O)CCC(O)=O)(=[O:5])[C:2]([CH3:4])=[CH2:3].[NH2:16][CH2:17][CH2:18][C:19]([OH:21])=[O:20].[OH-].[Na+].C(Cl)(=O)C(C)=C. (5) Given the product [CH2:32]([O:31][C:29](=[O:30])[CH2:28][N:3]1[N:2]=[N:1][C:5]([C:6]2[CH:7]=[N:8][C:9]([C:12]3[N:13]=[N:14][N:15]([CH2:17][C:18]4[CH:19]=[C:20]([Cl:26])[C:21]([Cl:25])=[C:22]([Cl:24])[CH:23]=4)[CH:16]=3)=[N:10][CH:11]=2)=[N:4]1)[CH3:33], predict the reactants needed to synthesize it. The reactants are: [N:1]1[NH:2][N:3]=[N:4][C:5]=1[C:6]1[CH:7]=[N:8][C:9]([C:12]2[N:13]=[N:14][N:15]([CH2:17][C:18]3[CH:23]=[C:22]([Cl:24])[C:21]([Cl:25])=[C:20]([Cl:26])[CH:19]=3)[CH:16]=2)=[N:10][CH:11]=1.Br[CH2:28][C:29]([O:31][CH2:32][CH3:33])=[O:30].C(N(CC)CC)C.